This data is from Full USPTO retrosynthesis dataset with 1.9M reactions from patents (1976-2016). The task is: Predict the reactants needed to synthesize the given product. (1) Given the product [Cl:1][C:2]1[CH:3]=[C:4]2[C:8](=[CH:9][CH:10]=1)[N:7]([CH2:11][C:12]([O:14][CH2:44][CH3:45])=[O:13])[CH:6]([CH3:15])[C:5]2=[C:16]1[CH:17]=[CH:18][C:19]2[C:20]([CH:28]=[CH:27][N:26]=2)=[CH:25]1, predict the reactants needed to synthesize it. The reactants are: [Cl:1][C:2]1[CH:3]=[C:4]2[C:8](=[CH:9][CH:10]=1)[N:7]([CH2:11][C:12]([OH:14])=[O:13])[C:6]([CH3:15])=[C:5]2[C:16]1[CH:17]=[CH:18][CH:19]=[C:20]2[C:25]=1N=CC=C2.[NH:26]1C2C(=CC(B(O)O)=CC=2)[CH:28]=[CH:27]1.C(=O)([O-])[O-].[K+].[K+].[C:44]1(C)C=CC=C[C:45]=1P(C1C=CC=CC=1C)C1C=CC=CC=1C. (2) Given the product [OH:1][B:2]1[C:6]2[CH:7]=[C:8]([CH:11]=[O:14])[CH:9]=[CH:10][C:5]=2[CH2:4][O:3]1, predict the reactants needed to synthesize it. The reactants are: [OH:1][B:2]1[C:6]2[CH:7]=[C:8]([C:11]#N)[CH:9]=[CH:10][C:5]=2[CH2:4][O:3]1.C(O)=[O:14]. (3) Given the product [CH:1]1([CH2:4][N:5]([CH2:6][CH2:7][C:8]2[C:16]3[C:11](=[CH:12][CH:13]=[C:14]([F:17])[CH:15]=3)[NH:10][CH:9]=2)[C:25]([C:20]2[N:21]=[C:22]([CH3:24])[S:23][C:19]=2[Br:18])=[O:26])[CH2:3][CH2:2]1, predict the reactants needed to synthesize it. The reactants are: [CH:1]1([CH2:4][NH:5][CH2:6][CH2:7][C:8]2[C:16]3[C:11](=[CH:12][CH:13]=[C:14]([F:17])[CH:15]=3)[NH:10][CH:9]=2)[CH2:3][CH2:2]1.[Br:18][C:19]1[S:23][C:22]([CH3:24])=[N:21][C:20]=1[C:25](O)=[O:26]. (4) Given the product [CH3:24][N:25]([CH3:26])[C:2]1[N:10]=[C:9]2[C:5]([N:6]=[CH:7][N:8]2[CH2:11][O:12][CH2:13][CH2:14][Si:15]([CH3:18])([CH3:17])[CH3:16])=[C:4]([C:19]2[O:20][CH:21]=[CH:22][CH:23]=2)[N:3]=1, predict the reactants needed to synthesize it. The reactants are: Cl[C:2]1[N:10]=[C:9]2[C:5]([N:6]=[CH:7][N:8]2[CH2:11][O:12][CH2:13][CH2:14][Si:15]([CH3:18])([CH3:17])[CH3:16])=[C:4]([C:19]2[O:20][CH:21]=[CH:22][CH:23]=2)[N:3]=1.[CH3:24][NH:25][CH3:26]. (5) The reactants are: [CH3:1][Si](C=[N+]=[N-])(C)C.[C:8]([O:12][C:13]([N:15]([CH3:33])[CH2:16][CH2:17][O:18][CH2:19][CH2:20][O:21][CH2:22][CH2:23][O:24][CH2:25][CH2:26][O:27][CH2:28][CH2:29][C:30]([OH:32])=[O:31])=[O:14])([CH3:11])([CH3:10])[CH3:9].C(O)(=O)C. Given the product [C:8]([O:12][C:13]([N:15]([CH3:33])[CH2:16][CH2:17][O:18][CH2:19][CH2:20][O:21][CH2:22][CH2:23][O:24][CH2:25][CH2:26][O:27][CH2:28][CH2:29][C:30]([O:32][CH3:1])=[O:31])=[O:14])([CH3:11])([CH3:10])[CH3:9], predict the reactants needed to synthesize it.